This data is from Reaction yield outcomes from USPTO patents with 853,638 reactions. The task is: Predict the reaction yield, written as a fraction of the theoretical maximum amount of product (1.0 means a 100% yield; for example, 0.34 means a 34% yield). The product is [CH3:1][C:4]1([CH2:10][CH2:11][OH:12])[O:5][CH2:6][C:7]2([CH2:14][CH2:13]2)[CH2:8][O:9]1. The reactants are [CH2:1]([C:4]1([CH2:10][CH2:11][OH:12])[O:9][CH2:8][CH2:7][CH2:6][O:5]1)CC.[C:13](OCC)(=O)[CH2:14]C(C)=O. No catalyst specified. The yield is 0.360.